Dataset: Peptide-MHC class II binding affinity with 134,281 pairs from IEDB. Task: Regression. Given a peptide amino acid sequence and an MHC pseudo amino acid sequence, predict their binding affinity value. This is MHC class II binding data. The peptide sequence is SVRFSWLSLLVPFVQWF. The MHC is HLA-DQA10501-DQB10301 with pseudo-sequence HLA-DQA10501-DQB10301. The binding affinity (normalized) is 0.406.